This data is from HIV replication inhibition screening data with 41,000+ compounds from the AIDS Antiviral Screen. The task is: Binary Classification. Given a drug SMILES string, predict its activity (active/inactive) in a high-throughput screening assay against a specified biological target. The drug is CC(C)(C)N=c1n(C(C)(C)C)oc(=O)n1C(C)(C)C. The result is 0 (inactive).